The task is: Predict the product of the given reaction.. This data is from Forward reaction prediction with 1.9M reactions from USPTO patents (1976-2016). (1) Given the reactants [CH3:1][C:2]1[C:3]([CH:8]2[CH2:13][CH2:12][CH2:11][CH:10]([C:14]3[C:19]([CH3:20])=[CH:18][CH:17]=[CH:16][N:15]=3)[NH:9]2)=[N:4][CH:5]=[CH:6][CH:7]=1.[CH3:21][O:22][C:23](=[O:32])[C:24]1[CH:29]=[CH:28][C:27]([CH2:30]Br)=[CH:26][CH:25]=1.CCN(C(C)C)C(C)C, predict the reaction product. The product is: [CH3:21][O:22][C:23](=[O:32])[C:24]1[CH:29]=[CH:28][C:27]([CH2:30][N:9]2[CH:8]([C:3]3[C:2]([CH3:1])=[CH:7][CH:6]=[CH:5][N:4]=3)[CH2:13][CH2:12][CH2:11][CH:10]2[C:14]2[C:19]([CH3:20])=[CH:18][CH:17]=[CH:16][N:15]=2)=[CH:26][CH:25]=1. (2) Given the reactants Cl[C:2]1[C:11]2[C:6](=[CH:7][CH:8]=[C:9]([CH3:12])[CH:10]=2)[N:5]=[C:4]([N:13]2[CH2:19][C:18]3[CH:20]=[CH:21][CH:22]=[CH:23][C:17]=3[S:16](=[O:25])(=[O:24])[CH2:15][CH2:14]2)[CH:3]=1.[F:26][CH:27]([F:33])[CH2:28][NH:29][CH2:30][CH2:31][NH2:32], predict the reaction product. The product is: [F:26][CH:27]([F:33])[CH2:28][NH:29][CH2:30][CH2:31][NH:32][C:2]1[C:11]2[C:6](=[CH:7][CH:8]=[C:9]([CH3:12])[CH:10]=2)[N:5]=[C:4]([N:13]2[CH2:19][C:18]3[CH:20]=[CH:21][CH:22]=[CH:23][C:17]=3[S:16](=[O:25])(=[O:24])[CH2:15][CH2:14]2)[CH:3]=1. (3) Given the reactants C(=O)([O-])[O-].[K+].[K+].[CH3:7][O:8][CH2:9][CH2:10]Br.FC(F)(F)C(O)=O.[Cl:19][C:20]1[CH:21]=[C:22]([CH:42]=[CH:43][C:44]=1[F:45])[NH:23][C:24]1[C:33]2[C:28](=[CH:29][C:30]([OH:41])=[CH:31][C:32]=2[O:34][CH:35]2[CH2:40][CH2:39][O:38][CH2:37][CH2:36]2)[N:27]=[CH:26][N:25]=1, predict the reaction product. The product is: [Cl:19][C:20]1[CH:21]=[C:22]([CH:42]=[CH:43][C:44]=1[F:45])[NH:23][C:24]1[C:33]2[C:28](=[CH:29][C:30]([O:41][CH2:10][CH2:9][O:8][CH3:7])=[CH:31][C:32]=2[O:34][CH:35]2[CH2:40][CH2:39][O:38][CH2:37][CH2:36]2)[N:27]=[CH:26][N:25]=1. (4) Given the reactants [CH3:1][CH2:2][C:3]([C:5]1[CH:10]=[CH:9][C:8]([OH:11])=[CH:7][CH:6]=1)=[O:4].[CH2:12](Cl)[C:13]1[CH:18]=[CH:17][CH:16]=[CH:15][CH:14]=1.C([O-])([O-])=O.[K+].[K+].O, predict the reaction product. The product is: [CH2:12]([O:11][C:8]1[CH:7]=[CH:6][C:5]([C:3](=[O:4])[CH2:2][CH3:1])=[CH:10][CH:9]=1)[C:13]1[CH:18]=[CH:17][CH:16]=[CH:15][CH:14]=1. (5) Given the reactants [C:1]([Cl:6])(=O)[C:2](Cl)=[O:3].[ClH:7].[CH:8]1([C@H:11]([NH:15][CH2:16][C:17]#[N:18])[CH2:12][O:13][CH3:14])[CH2:10][CH2:9]1, predict the reaction product. The product is: [Cl:6][C:1]1[C:2](=[O:3])[N:15]([C@@H:11]([CH:8]2[CH2:10][CH2:9]2)[CH2:12][O:13][CH3:14])[CH:16]=[C:17]([Cl:7])[N:18]=1. (6) Given the reactants S(C1C=CC(C)=CC=1)(O)(=O)=O.[CH3:12][C@H:13]1[CH2:17][CH2:16][CH2:15][NH:14]1.F[C:19]1[CH:24]=[CH:23][C:22]([N+:25]([O-:27])=[O:26])=[C:21]([C:28]([F:31])([F:30])[F:29])[CH:20]=1.C(N(CC)CC)C, predict the reaction product. The product is: [CH3:12][C@H:13]1[CH2:17][CH2:16][CH2:15][N:14]1[C:19]1[CH:24]=[CH:23][C:22]([N+:25]([O-:27])=[O:26])=[C:21]([C:28]([F:29])([F:31])[F:30])[CH:20]=1. (7) Given the reactants [N:1]([CH2:4][CH2:5][NH:6]C(=O)CCCCCCCCCCCCC)=[N+:2]=[N-:3].[S:22]1[CH:26]=[CH:25][CH:24]=[C:23]1[S:27](Cl)(=[O:29])=[O:28].N(CCN)=[N+]=[N-].C(N(CC)CC)C, predict the reaction product. The product is: [N:1]([CH2:4][CH2:5][NH:6][S:27]([C:23]1[S:22][CH:26]=[CH:25][CH:24]=1)(=[O:29])=[O:28])=[N+:2]=[N-:3]. (8) Given the reactants CN1CCOCC1.C([N:12]([C@@H:16]([CH2:28][CH:29]([CH3:31])[CH3:30])[C:17]([N:19]1[CH2:23][CH2:22][C@H:21]2[O:24][CH2:25][C@H:26]([OH:27])[C@@H:20]12)=[O:18])[C:13](=[O:15])[OH:14])(C)(C)C.Cl.O1[C@H]2[C@H](NCC2)[C@@H](O)C1.FC(=O)[C@@H](NC(=O)O[C:46]([CH3:48])([CH3:47])[CH3:45])[CH2:45][CH:46]([CH3:48])[CH3:47], predict the reaction product. The product is: [OH:27][C@@H:26]1[C@H:20]2[N:19]([C:17](=[O:18])[C@@H:16]([NH:12][C:13](=[O:15])[O:14][C:46]([CH3:48])([CH3:47])[CH3:45])[CH2:28][CH:29]([CH3:30])[CH3:31])[CH2:23][CH2:22][C@H:21]2[O:24][CH2:25]1. (9) Given the reactants [O:1]1[C:5]2[CH:6]=[CH:7][C:8]([S:10][C:11]3[NH:12][C:13]4[CH:18]=[CH:17][N:16]=[C:15]([NH2:19])[C:14]=4[N:20]=3)=[CH:9][C:4]=2[CH:3]=[CH:2]1.C([O-])([O-])=O.[Cs+].[Cs+].Cl[CH2:28][CH2:29][CH2:30][C:31]#[CH:32], predict the reaction product. The product is: [O:1]1[C:5]2[CH:6]=[CH:7][C:8]([S:10][C:11]3[N:12]([CH2:32][CH2:31][CH2:30][C:29]#[CH:28])[C:13]4[CH:18]=[CH:17][N:16]=[C:15]([NH2:19])[C:14]=4[N:20]=3)=[CH:9][C:4]=2[CH:3]=[CH:2]1.